From a dataset of HIV replication inhibition screening data with 41,000+ compounds from the AIDS Antiviral Screen. Binary Classification. Given a drug SMILES string, predict its activity (active/inactive) in a high-throughput screening assay against a specified biological target. (1) The compound is Cc1c(Cc2ccccc2)n(COCCCO)c(=O)[nH]c1=O. The result is 1 (active). (2) The compound is O=Nc1c(S(=O)(=O)O)cc2cc(S(=O)(=O)O)ccc2c1O. The result is 0 (inactive). (3) The molecule is CCC(C)C(N)C(=O)NC(CC(N)=O)C(=O)NC(CC(C)C)C(=O)NC(CCCCN)C(=O)NC(C)C(=O)NC(CC(C)C)C(=O)NC(C)C(=O)NC(C)C(=O)NC(CC(C)C)C(=O)NC(C)C(=O)NC(CCCCN)C(=O)NC(CCCCN)C(=O)NC(C(=O)NC(CC(C)C)C(N)=O)C(C)CC. The result is 1 (active).